From a dataset of Full USPTO retrosynthesis dataset with 1.9M reactions from patents (1976-2016). Predict the reactants needed to synthesize the given product. (1) Given the product [CH2:20]([O:8][C:6]1[C:1]2([CH2:2][CH:3]=[CH:4][CH2:5]2)[C:14](=[O:18])[CH:15]=1)[CH3:21], predict the reactants needed to synthesize it. The reactants are: [CH:1]1([C:6]([OH:8])=O)[CH2:5][CH:4]=[CH:3][CH2:2]1.CN(C=O)C.[C:14](Cl)(=[O:18])[C:15](Cl)=O.[CH2:20](N(CC)CC)[CH3:21]. (2) Given the product [NH3:4].[CH3:8][C@H:6]1[NH:7][C@@H:2]([CH3:1])[CH2:3][N:4]([C:14]([O:13][C:9]([CH3:12])([CH3:11])[CH3:10])=[O:15])[CH2:5]1, predict the reactants needed to synthesize it. The reactants are: [CH3:1][C@H:2]1[NH:7][C@@H:6]([CH3:8])[CH2:5][NH:4][CH2:3]1.[C:9]([O:13][C:14](O[C:14]([O:13][C:9]([CH3:12])([CH3:11])[CH3:10])=[O:15])=[O:15])([CH3:12])([CH3:11])[CH3:10].